This data is from Full USPTO retrosynthesis dataset with 1.9M reactions from patents (1976-2016). The task is: Predict the reactants needed to synthesize the given product. (1) The reactants are: [C:1]([CH:5]([CH:9]1[C:15]2[CH:16]=[CH:17][CH:18]=[CH:19][C:14]=2[NH:13][C:12](=[O:20])[CH2:11][CH2:10]1)[C:6]([OH:8])=[O:7])([CH3:4])([CH3:3])[CH3:2].C(NC(C)C)(C)C.C([Li])CCC.[CH2:33]1[O:35][CH2:34]1.[NH4+].[Cl-]. Given the product [C:1]([CH:5]([C:9]1[CH2:10][CH2:11][C:12](=[O:20])[N:13]([CH2:33][CH2:34][OH:35])[C:14]2[C:15]=1[CH2:16][CH:17]=[CH:18][CH:19]=2)[C:6]([OH:8])=[O:7])([CH3:4])([CH3:2])[CH3:3], predict the reactants needed to synthesize it. (2) Given the product [Cl:1][C:2]1[CH:3]=[N:4][C:5]([N:12]2[CH2:15][CH:14]([NH:25][C:24]3[CH:26]=[CH:27][CH:28]=[C:22]([F:21])[CH:23]=3)[CH2:13]2)=[C:6]([CH:11]=1)[C:7]([OH:9])=[O:8], predict the reactants needed to synthesize it. The reactants are: [Cl:1][C:2]1[CH:3]=[N:4][C:5]([N:12]2[CH2:15][CH:14](OS(C)(=O)=O)[CH2:13]2)=[C:6]([CH:11]=1)[C:7]([O:9]C)=[O:8].[F:21][C:22]1[CH:23]=[C:24]([CH:26]=[CH:27][CH:28]=1)[NH2:25].